Dataset: NCI-60 drug combinations with 297,098 pairs across 59 cell lines. Task: Regression. Given two drug SMILES strings and cell line genomic features, predict the synergy score measuring deviation from expected non-interaction effect. (1) Drug 1: CC1CCC2CC(C(=CC=CC=CC(CC(C(=O)C(C(C(=CC(C(=O)CC(OC(=O)C3CCCCN3C(=O)C(=O)C1(O2)O)C(C)CC4CCC(C(C4)OC)OCCO)C)C)O)OC)C)C)C)OC. Drug 2: CC1=C(N=C(N=C1N)C(CC(=O)N)NCC(C(=O)N)N)C(=O)NC(C(C2=CN=CN2)OC3C(C(C(C(O3)CO)O)O)OC4C(C(C(C(O4)CO)O)OC(=O)N)O)C(=O)NC(C)C(C(C)C(=O)NC(C(C)O)C(=O)NCCC5=NC(=CS5)C6=NC(=CS6)C(=O)NCCC[S+](C)C)O. Cell line: NCI-H460. Synergy scores: CSS=36.8, Synergy_ZIP=-2.15, Synergy_Bliss=-0.877, Synergy_Loewe=-0.493, Synergy_HSA=1.79. (2) Drug 1: CN1C(=O)N2C=NC(=C2N=N1)C(=O)N. Drug 2: C(CC(=O)O)C(=O)CN.Cl. Cell line: MCF7. Synergy scores: CSS=7.40, Synergy_ZIP=-2.19, Synergy_Bliss=-0.935, Synergy_Loewe=-0.182, Synergy_HSA=-0.0131. (3) Drug 1: CCN(CC)CCNC(=O)C1=C(NC(=C1C)C=C2C3=C(C=CC(=C3)F)NC2=O)C. Drug 2: C1CN(P(=O)(OC1)NCCCl)CCCl. Cell line: SNB-75. Synergy scores: CSS=-3.42, Synergy_ZIP=2.83, Synergy_Bliss=1.20, Synergy_Loewe=-4.91, Synergy_HSA=-5.31. (4) Drug 1: CC1=CC=C(C=C1)C2=CC(=NN2C3=CC=C(C=C3)S(=O)(=O)N)C(F)(F)F. Drug 2: COC1=C2C(=CC3=C1OC=C3)C=CC(=O)O2. Cell line: SN12C. Synergy scores: CSS=-1.51, Synergy_ZIP=2.88, Synergy_Bliss=0.467, Synergy_Loewe=-2.25, Synergy_HSA=-3.70. (5) Drug 1: C1C(C(OC1N2C=NC3=C(N=C(N=C32)Cl)N)CO)O. Synergy scores: CSS=39.7, Synergy_ZIP=-3.68, Synergy_Bliss=-6.57, Synergy_Loewe=-6.94, Synergy_HSA=-5.59. Cell line: NCI/ADR-RES. Drug 2: CC=C1C(=O)NC(C(=O)OC2CC(=O)NC(C(=O)NC(CSSCCC=C2)C(=O)N1)C(C)C)C(C)C.